From a dataset of Forward reaction prediction with 1.9M reactions from USPTO patents (1976-2016). Predict the product of the given reaction. Given the reactants [C:1]([C:5]1[S:13][C:12]2[C:11](Cl)=[N:10][C:9]([C:15]([C:17]3[CH:22]=[CH:21][C:20]([F:23])=[CH:19][CH:18]=3)=[O:16])=[N:8][C:7]=2[CH:6]=1)([CH3:4])([CH3:3])[CH3:2].[CH3:24][C:25]1[NH:29][N:28]=[C:27]([NH2:30])[CH:26]=1.CCN(C(C)C)C(C)C, predict the reaction product. The product is: [C:1]([C:5]1[S:13][C:12]2[C:11]([NH:30][C:27]3[CH:26]=[C:25]([CH3:24])[NH:29][N:28]=3)=[N:10][C:9]([C:15]([C:17]3[CH:22]=[CH:21][C:20]([F:23])=[CH:19][CH:18]=3)=[O:16])=[N:8][C:7]=2[CH:6]=1)([CH3:4])([CH3:3])[CH3:2].